From a dataset of NCI-60 drug combinations with 297,098 pairs across 59 cell lines. Regression. Given two drug SMILES strings and cell line genomic features, predict the synergy score measuring deviation from expected non-interaction effect. (1) Drug 1: CC1CCC2CC(C(=CC=CC=CC(CC(C(=O)C(C(C(=CC(C(=O)CC(OC(=O)C3CCCCN3C(=O)C(=O)C1(O2)O)C(C)CC4CCC(C(C4)OC)O)C)C)O)OC)C)C)C)OC. Drug 2: CC1C(C(CC(O1)OC2CC(CC3=C2C(=C4C(=C3O)C(=O)C5=C(C4=O)C(=CC=C5)OC)O)(C(=O)CO)O)N)O.Cl. Cell line: KM12. Synergy scores: CSS=35.7, Synergy_ZIP=-0.335, Synergy_Bliss=2.65, Synergy_Loewe=-4.02, Synergy_HSA=5.45. (2) Drug 1: CC1=C(C=C(C=C1)NC2=NC=CC(=N2)N(C)C3=CC4=NN(C(=C4C=C3)C)C)S(=O)(=O)N.Cl. Drug 2: CCCCC(=O)OCC(=O)C1(CC(C2=C(C1)C(=C3C(=C2O)C(=O)C4=C(C3=O)C=CC=C4OC)O)OC5CC(C(C(O5)C)O)NC(=O)C(F)(F)F)O. Cell line: SN12C. Synergy scores: CSS=3.72, Synergy_ZIP=-2.05, Synergy_Bliss=-2.62, Synergy_Loewe=-1.30, Synergy_HSA=-1.14. (3) Drug 1: CC1=CC2C(CCC3(C2CCC3(C(=O)C)OC(=O)C)C)C4(C1=CC(=O)CC4)C. Drug 2: CNC(=O)C1=NC=CC(=C1)OC2=CC=C(C=C2)NC(=O)NC3=CC(=C(C=C3)Cl)C(F)(F)F. Cell line: NCI/ADR-RES. Synergy scores: CSS=29.6, Synergy_ZIP=2.83, Synergy_Bliss=3.42, Synergy_Loewe=-11.2, Synergy_HSA=2.59.